Dataset: Full USPTO retrosynthesis dataset with 1.9M reactions from patents (1976-2016). Task: Predict the reactants needed to synthesize the given product. (1) Given the product [Si:17]([O:16][C@H:13]1[CH2:14][CH2:15][C@H:10]([OH:9])[C@@H:11]([C:24]2[N:28]([CH3:29])[N:27]=[CH:26][CH:25]=2)[CH2:12]1)([C:20]([CH3:23])([CH3:21])[CH3:22])([CH3:18])[CH3:19], predict the reactants needed to synthesize it. The reactants are: C([O:9][C@H:10]1[CH2:15][CH2:14][C@H:13]([O:16][Si:17]([C:20]([CH3:23])([CH3:22])[CH3:21])([CH3:19])[CH3:18])[CH2:12][C@@H:11]1[C:24]1[N:28]([CH3:29])[N:27]=[CH:26][CH:25]=1)(=O)C1C=CC=CC=1.C(=O)([O-])[O-].[K+].[K+].O. (2) The reactants are: [C:1]1([C:7]2[N:12]=[C:11]([C:13]([O:15][CH3:16])=[O:14])[CH:10]=[CH:9][CH:8]=2)[CH:6]=[CH:5][CH:4]=[CH:3][CH:2]=1.ClC1C=CC=C(C(OO)=[O:25])C=1.S([O-])([O-])(=O)=S.[Na+].[Na+]. Given the product [C:1]1([C:7]2[CH:8]=[CH:9][CH:10]=[C:11]([C:13]([O:15][CH3:16])=[O:14])[N+:12]=2[O-:25])[CH:2]=[CH:3][CH:4]=[CH:5][CH:6]=1, predict the reactants needed to synthesize it.